From a dataset of Full USPTO retrosynthesis dataset with 1.9M reactions from patents (1976-2016). Predict the reactants needed to synthesize the given product. (1) Given the product [O:16]1[C:20]2[CH:21]=[CH:22][C:23]([S:12]([C:9]3[CH:10]=[CH:11][C:6]([CH2:5][NH:4][C:1](=[O:3])[CH3:2])=[CH:7][CH:8]=3)(=[O:14])=[O:13])=[CH:24][C:19]=2[O:18][CH2:17]1, predict the reactants needed to synthesize it. The reactants are: [C:1]([NH:4][CH2:5][C:6]1[CH:11]=[CH:10][C:9]([S:12]([O-:14])=[O:13])=[CH:8][CH:7]=1)(=[O:3])[CH3:2].[Na+].[O:16]1[C:20]2[CH:21]=[CH:22][C:23](B(O)O)=[CH:24][C:19]=2[O:18][CH2:17]1. (2) Given the product [N:17]1[S:21][N:20]=[C:19]2[C:22]([S:26]([NH:29][C:30]3[CH:38]=[C:37]([Cl:39])[C:36]([Cl:40])=[CH:35][C:31]=3[C:32]([NH:6][C@@H:5]([CH2:7][C:8]3[CH:13]=[CH:12][C:11]([F:14])=[C:10]([Br:15])[CH:9]=3)[C:4]([OH:3])=[O:16])=[O:33])(=[O:28])=[O:27])=[CH:23][CH:24]=[CH:25][C:18]=12, predict the reactants needed to synthesize it. The reactants are: Cl.C[O:3][C:4](=[O:16])[C@H:5]([CH2:7][C:8]1[CH:13]=[CH:12][C:11]([F:14])=[C:10]([Br:15])[CH:9]=1)[NH2:6].[N:17]1[S:21][N:20]=[C:19]2[C:22]([S:26]([NH:29][C:30]3[CH:38]=[C:37]([Cl:39])[C:36]([Cl:40])=[CH:35][C:31]=3[C:32](O)=[O:33])(=[O:28])=[O:27])=[CH:23][CH:24]=[CH:25][C:18]=12. (3) Given the product [OH:13][C:12]1[CH:14]=[CH:15][C:9]2[NH:8][C:19](=[O:20])[CH2:18][O:16][C:10]=2[CH:11]=1, predict the reactants needed to synthesize it. The reactants are: C([O-])([O-])=O.[K+].[K+].Cl.[NH2:8][C:9]1[CH:15]=[CH:14][C:12]([OH:13])=[CH:11][C:10]=1[OH:16].Cl[CH2:18][C:19](Cl)=[O:20]. (4) Given the product [CH3:53][N:54]([CH3:65])[CH:55]1[CH2:56][N:57]([CH:59]2[CH2:64][CH2:63][N:62]([C:10]([NH:9][C:19]3[CH:24]=[C:23]([O:25][C:26]4[CH:31]=[CH:30][C:29]([NH:32][C:33]([C:35]5([C:38]([NH:39][C:40]6[CH:41]=[CH:42][C:43]([F:46])=[CH:44][CH:45]=6)=[O:47])[CH2:37][CH2:36]5)=[O:34])=[CH:28][C:27]=4[F:48])[CH:22]=[CH:21][N:20]=3)=[O:11])[CH2:61][CH2:60]2)[CH2:58]1, predict the reactants needed to synthesize it. The reactants are: C1(OC(=O)[N:9]([C:19]2[CH:24]=[C:23]([O:25][C:26]3[CH:31]=[CH:30][C:29]([NH:32][C:33]([C:35]4([C:38](=[O:47])[NH:39][C:40]5[CH:45]=[CH:44][C:43]([F:46])=[CH:42][CH:41]=5)[CH2:37][CH2:36]4)=[O:34])=[CH:28][C:27]=3[F:48])[CH:22]=[CH:21][N:20]=2)[C:10](OC2C=CC=CC=2)=[O:11])C=CC=CC=1.Cl.Cl.Cl.[CH3:53][N:54]([CH3:65])[CH:55]1[CH2:58][N:57]([CH:59]2[CH2:64][CH2:63][NH:62][CH2:61][CH2:60]2)[CH2:56]1.C(N(CC)CC)C. (5) The reactants are: [Cl:1][C:2]1[N:7]=[C:6]([CH3:8])[N:5]=[C:4]([NH2:9])[CH:3]=1.N1C=CC=CC=1.[C:16](OC(=O)C)(=[O:18])[CH3:17]. Given the product [Cl:1][C:2]1[N:7]=[C:6]([CH3:8])[N:5]=[C:4]([NH:9][C:16](=[O:18])[CH3:17])[CH:3]=1, predict the reactants needed to synthesize it. (6) Given the product [F:1][C:2]1[CH:11]=[C:10]([F:12])[CH:9]=[C:8]2[C:3]=1[C:4]([N:27]1[C:35]3[C:30](=[N:31][CH:32]=[C:33]([N:36]4[CH2:37][CH2:38][O:39][CH2:40][CH2:41]4)[CH:34]=3)[C:29]3([CH2:42][CH2:43][O:44][CH2:45][CH2:46]3)[CH2:28]1)=[C:5]([CH3:26])[C:6]([N:13]1[CH2:18][CH2:17][NH:16][CH2:15][CH2:14]1)=[N:7]2, predict the reactants needed to synthesize it. The reactants are: [F:1][C:2]1[CH:11]=[C:10]([F:12])[CH:9]=[C:8]2[C:3]=1[C:4]([N:27]1[C:35]3[C:30](=[N:31][CH:32]=[C:33]([N:36]4[CH2:41][CH2:40][O:39][CH2:38][CH2:37]4)[CH:34]=3)[C:29]3([CH2:46][CH2:45][O:44][CH2:43][CH2:42]3)[CH2:28]1)=[C:5]([CH3:26])[C:6]([N:13]1[CH2:18][CH2:17][N:16](C(OC(C)(C)C)=O)[CH2:15][CH2:14]1)=[N:7]2.C(O)(C(F)(F)F)=O. (7) Given the product [F:34][C:35]1[CH:36]=[CH:37][C:38]([C:41]([NH:1][C:2]2[C:3]([CH3:33])=[C:4]([C:8]3[C:20]4[C:19]5[C:14](=[CH:15][C:16]([C:21]([N:23]6[CH2:28][CH2:27][N:26]([CH3:29])[CH2:25][CH2:24]6)=[O:22])=[CH:17][CH:18]=5)[NH:13][C:12]=4[C:11]([C:30]([NH2:32])=[O:31])=[CH:10][CH:9]=3)[CH:5]=[CH:6][CH:7]=2)=[O:42])=[N:39][CH:40]=1, predict the reactants needed to synthesize it. The reactants are: [NH2:1][C:2]1[C:3]([CH3:33])=[C:4]([C:8]2[C:20]3[C:19]4[C:14](=[CH:15][C:16]([C:21]([N:23]5[CH2:28][CH2:27][N:26]([CH3:29])[CH2:25][CH2:24]5)=[O:22])=[CH:17][CH:18]=4)[NH:13][C:12]=3[C:11]([C:30]([NH2:32])=[O:31])=[CH:10][CH:9]=2)[CH:5]=[CH:6][CH:7]=1.[F:34][C:35]1[CH:36]=[CH:37][C:38]([C:41](O)=[O:42])=[N:39][CH:40]=1.C1C=NC2N(O)N=NC=2C=1.CCN(C(C)C)C(C)C.C(Cl)CCl.